From a dataset of Full USPTO retrosynthesis dataset with 1.9M reactions from patents (1976-2016). Predict the reactants needed to synthesize the given product. The reactants are: [CH3:1][N:2]1[CH:6]2[CH2:7][CH:8]([OH:10])[CH2:9][CH:3]1[CH2:4][CH2:5]2.C(N(CC)CC)C.[S:18](Cl)([CH3:21])(=[O:20])=[O:19]. Given the product [CH3:1][N:2]1[CH:6]2[CH2:5][CH2:4][CH:3]1[CH2:9][CH:8]([O:10][S:18]([CH3:21])(=[O:20])=[O:19])[CH2:7]2, predict the reactants needed to synthesize it.